From a dataset of Full USPTO retrosynthesis dataset with 1.9M reactions from patents (1976-2016). Predict the reactants needed to synthesize the given product. (1) Given the product [ClH:53].[Cl:53][C:52]1[CH:40]=[CH:41][C:46]([CH2:47][O:55][C:12]2[CH:13]=[CH:14][N:9]([C:17]3[CH:22]=[C:21]4[N:23]([CH3:34])[C:24]5[CH:33]6[N:28]([CH2:29][CH2:30][CH2:31][CH2:32]6)[CH2:27][CH2:26][C:25]=5[C:20]4=[CH:19][CH:18]=3)[C:10](=[O:15])[CH:11]=2)=[N:50][CH:51]=1, predict the reactants needed to synthesize it. The reactants are: C(O[N:9]1[CH:14]=[CH:13][CH:12]=[CH:11][C:10]1=[O:15])C1C=CC=CC=1.Br[C:17]1[CH:22]=[C:21]2[N:23]([CH3:34])[C:24]3[CH:33]4[N:28]([CH2:29][CH2:30][CH2:31][CH2:32]4)[CH2:27][CH2:26][C:25]=3[C:20]2=[CH:19][CH:18]=1.BrC1C=C2C([C:40]3[CH2:52][CH2:51][N:50]4[CH:46]([CH2:47]CC4)[C:41]=3N2C)=CC=1.[ClH:53].C[OH:55]. (2) The reactants are: [C:1](/[C:3](=[C:9]1/[CH2:10][CH2:11][C:12]2[C:17]/1=[CH:16][CH:15]=[C:14]([F:18])[CH:13]=2)/C(OCC)=O)#[N:2].[C-:19]#[N:20].[K+]. Given the product [C:1]([CH2:3][C:9]1([C:19]#[N:20])[C:17]2[C:12](=[CH:13][C:14]([F:18])=[CH:15][CH:16]=2)[CH2:11][CH2:10]1)#[N:2], predict the reactants needed to synthesize it.